From a dataset of Full USPTO retrosynthesis dataset with 1.9M reactions from patents (1976-2016). Predict the reactants needed to synthesize the given product. (1) Given the product [Br:1][C:2]1[CH:7]=[N:6][CH:5]=[C:4]([CH2:8][Br:36])[CH:3]=1, predict the reactants needed to synthesize it. The reactants are: [Br:1][C:2]1[CH:3]=[C:4]([CH2:8]O)[CH:5]=[N:6][CH:7]=1.C1(P(C2C=CC=CC=2)C2C=CC=CC=2)C=CC=CC=1.C1C(=O)N([Br:36])C(=O)C1. (2) Given the product [CH3:2][C:3]1([C:9]([NH:11][C:12]2[CH:17]=[CH:16][CH:15]=[C:14]([C:18]3[O:22][CH:21]=[N:20][CH:19]=3)[CH:13]=2)=[O:10])[CH2:4][CH2:5][N:6]([C:24]2[C:25]3[C:32]([CH3:33])=[CH:31][NH:30][C:26]=3[N:27]=[CH:28][N:29]=2)[CH2:7][CH2:8]1, predict the reactants needed to synthesize it. The reactants are: Cl.[CH3:2][C:3]1([C:9]([NH:11][C:12]2[CH:17]=[CH:16][CH:15]=[C:14]([C:18]3[O:22][CH:21]=[N:20][CH:19]=3)[CH:13]=2)=[O:10])[CH2:8][CH2:7][NH:6][CH2:5][CH2:4]1.Cl[C:24]1[C:25]2[C:32]([CH3:33])=[CH:31][NH:30][C:26]=2[N:27]=[CH:28][N:29]=1.C(N(CC)C(C)C)(C)C. (3) Given the product [CH3:25][O:24][C:22](=[O:23])[NH:1][C:2]1[CH:3]=[CH:4][C:5]([O:17][CH:18]([CH3:20])[CH3:19])=[C:6]([CH2:7][NH:8][C:9]([O:10][C:11]([CH3:12])([CH3:13])[CH3:14])=[O:15])[CH:16]=1, predict the reactants needed to synthesize it. The reactants are: [NH2:1][C:2]1[CH:3]=[CH:4][C:5]([O:17][CH:18]([CH3:20])[CH3:19])=[C:6]([CH:16]=1)[CH2:7][NH:8][C:9](=[O:15])[O:10][C:11]([CH3:14])([CH3:13])[CH3:12].Cl[C:22]([O:24][CH3:25])=[O:23]. (4) Given the product [Cl:1][C:2]1[CH:34]=[CH:33][C:5]2[N:6]([C:22]3[CH:32]=[CH:31][C:25]([C:26]([OH:28])=[O:27])=[CH:24][CH:23]=3)[C:7]([CH2:9][N:10]3[C:14]4=[CH:15][N:16]=[CH:17][CH:18]=[C:13]4[C:12]4([CH2:20][CH2:19]4)[C:11]3=[O:21])=[N:8][C:4]=2[CH:3]=1, predict the reactants needed to synthesize it. The reactants are: [Cl:1][C:2]1[CH:34]=[CH:33][C:5]2[N:6]([C:22]3[CH:32]=[CH:31][C:25]([C:26]([O:28]CC)=[O:27])=[CH:24][CH:23]=3)[C:7]([CH2:9][N:10]3[C:14]4=[CH:15][N:16]=[CH:17][CH:18]=[C:13]4[C:12]4([CH2:20][CH2:19]4)[C:11]3=[O:21])=[N:8][C:4]=2[CH:3]=1.[OH-].[Li+]. (5) Given the product [F:10][C:11]1[CH:12]=[C:13]([CH:14]=[CH:15][C:16]=1[F:17])[O:18][CH:2]([CH2:6][CH2:7][CH2:8][CH3:9])[C:3]([OH:5])=[O:4].[F:10][C:11]1[CH:12]=[C:13]([CH:14]=[CH:15][C:16]=1[F:17])[O:18][CH:2]([CH2:6][CH2:7][CH2:8][CH3:9])[C:3]([NH:19][C:20]1[S:21][CH:22]=[CH:23][N:24]=1)=[O:4], predict the reactants needed to synthesize it. The reactants are: Br[CH:2]([CH2:6][CH2:7][CH2:8][CH3:9])[C:3]([OH:5])=[O:4].[F:10][C:11]1[CH:12]=[C:13]([OH:18])[CH:14]=[CH:15][C:16]=1[F:17].[NH2:19][C:20]1[S:21][CH:22]=[CH:23][N:24]=1.